This data is from Full USPTO retrosynthesis dataset with 1.9M reactions from patents (1976-2016). The task is: Predict the reactants needed to synthesize the given product. (1) Given the product [F:30][C:2]([F:1])([F:29])[C:3]1[CH:4]=[CH:5][C:6]([CH:9]([CH3:33])[C:10]([N:12]2[CH2:17][CH2:16][N:15]([S:18]([C:21]3[CH:22]=[C:23]([Cl:28])[CH:24]=[C:25]([Cl:27])[CH:26]=3)(=[O:20])=[O:19])[CH2:14][CH2:13]2)=[O:11])=[CH:7][CH:8]=1, predict the reactants needed to synthesize it. The reactants are: [F:1][C:2]([F:30])([F:29])[C:3]1[CH:8]=[CH:7][C:6]([CH2:9][C:10]([N:12]2[CH2:17][CH2:16][N:15]([S:18]([C:21]3[CH:26]=[C:25]([Cl:27])[CH:24]=[C:23]([Cl:28])[CH:22]=3)(=[O:20])=[O:19])[CH2:14][CH2:13]2)=[O:11])=[CH:5][CH:4]=1.[H-].[Na+].[CH3:33]I. (2) Given the product [C:27]([C:24]1[C:25]([Cl:26])=[C:21]([C:19]2[NH:32][C:3]3[C:4](=[N:5][C:6]([C:8]4[CH:13]=[CH:12][CH:11]=[CH:10][C:9]=4[C:14]([F:17])([F:16])[F:15])=[N:7][C:2]=3[CH3:1])[N:18]=2)[N:22]([CH3:31])[N:23]=1)([CH3:28])([CH3:30])[CH3:29], predict the reactants needed to synthesize it. The reactants are: [CH3:1][C:2]1[N:7]=[C:6]([C:8]2[CH:13]=[CH:12][CH:11]=[CH:10][C:9]=2[C:14]([F:17])([F:16])[F:15])[N:5]=[C:4]([NH:18][C:19]([C:21]2[N:22]([CH3:31])[N:23]=[C:24]([C:27]([CH3:30])([CH3:29])[CH3:28])[C:25]=2[Cl:26])=O)[C:3]=1[N+:32]([O-])=O. (3) Given the product [CH2:27]([CH:16]([CH2:17][CH2:18][CH2:19][CH2:20][C:21]1[CH:22]=[CH:23][CH:24]=[CH:25][CH:26]=1)[C:15]([NH:14][N:13]=[C:12]([NH2:35])[NH:11][C@@H:4]([CH2:5][CH2:6][CH2:7][N+:8]([O-:10])=[O:9])[C:3]([OH:36])=[O:2])=[O:34])[C:28]1[CH:33]=[CH:32][CH:31]=[CH:30][CH:29]=1, predict the reactants needed to synthesize it. The reactants are: C[O:2][C:3](=[O:36])[C@@H:4]([NH:11][C:12]([NH2:35])=[N:13][NH:14][C:15](=[O:34])[CH:16]([CH2:27][C:28]1[CH:33]=[CH:32][CH:31]=[CH:30][CH:29]=1)[CH2:17][CH2:18][CH2:19][CH2:20][C:21]1[CH:26]=[CH:25][CH:24]=[CH:23][CH:22]=1)[CH2:5][CH2:6][CH2:7][N+:8]([O-:10])=[O:9].O.[OH-].[Li+].O.